This data is from Full USPTO retrosynthesis dataset with 1.9M reactions from patents (1976-2016). The task is: Predict the reactants needed to synthesize the given product. (1) Given the product [Cl:1][C:2]1[CH:3]=[C:4]([C:8]2[C:16]([C:17]3[CH:22]=[CH:21][N:20]=[C:19]([NH:23][CH:24]4[CH2:28][CH2:27][CH2:26][CH2:25]4)[N:18]=3)=[C:15]3[N:10]([C:11]([S:38][CH3:37])=[N:12][CH:13]=[CH:14]3)[N:9]=2)[CH:5]=[CH:6][CH:7]=1, predict the reactants needed to synthesize it. The reactants are: [Cl:1][C:2]1[CH:3]=[C:4]([C:8]2[C:16]([C:17]3[CH:22]=[CH:21][N:20]=[C:19]([NH:23][CH:24]4[CH2:28][CH2:27][CH2:26][CH2:25]4)[N:18]=3)=[C:15]3[N:10]([CH:11]=[N:12][CH:13]=[CH:14]3)[N:9]=2)[CH:5]=[CH:6][CH:7]=1.C([N-]C(C)C)(C)C.[Li+].[CH3:37][S:38]SC. (2) Given the product [N:50]1[C:58]2[C:53](=[N:54][CH:55]=[CH:56][CH:57]=2)[N:52]([C:10]2[C:9]3[C:4](=[CH:5][CH:6]=[CH:7][CH:8]=3)[N:3]=[CH:2][N:11]=2)[N:51]=1, predict the reactants needed to synthesize it. The reactants are: O[C:2]1[N:11]=[CH:10][C:9]2[C:4](=[CH:5][CH:6]=[CH:7][CH:8]=2)[N:3]=1.F[P-](F)(F)(F)(F)F.N1(O[P+](N(C)C)(N(C)C)N(C)C)C2C=CC=CC=2N=N1.C1CCN2C(=NCCC2)CC1.[NH:50]1[C:58]2[C:53](=[N:54][CH:55]=[CH:56][CH:57]=2)[N:52]=[N:51]1. (3) Given the product [C:1]([C:5]1[CH:10]=[CH:9][C:8]([C@@H:11]2[CH2:20][CH2:19][CH2:18][C@H:17]3[N:12]2[C:13](=[O:22])[CH:14]([P:23](=[O:30])([O:27][CH2:28][CH3:29])[O:24][CH2:25][CH3:26])[CH2:15][CH2:16]3)=[CH:7][CH:6]=1)([O:3][CH3:4])=[O:2], predict the reactants needed to synthesize it. The reactants are: [C:1]([C:5]1[CH:10]=[CH:9][C:8]([C@H:11]2[CH2:20][CH2:19][CH2:18][C@@H:17]3[N:12]2[C:13](=[O:22])[CH:14](I)[CH2:15][CH2:16]3)=[CH:7][CH:6]=1)([O:3][CH3:4])=[O:2].[P:23]([O:30]CC)([O:27][CH2:28][CH3:29])[O:24][CH2:25][CH3:26]. (4) Given the product [CH2:10]([N:12]([CH2:16][CH3:17])[CH2:13][CH2:14][O:15][C:22]1[CH:23]=[C:8]2[CH:5]=[CH:6][NH:1][C:7]2=[N:20][CH:21]=1)[CH3:11].[CH2:18]([N:20]([CH2:25][CH3:26])[CH2:21][CH2:22][CH2:23][O:24][C:29]1[CH:30]=[C:31]2[CH:38]=[CH:37][NH:36][C:32]2=[N:27][CH:28]=1)[CH3:19].[N:27]1([CH2:33][CH2:34][O:35][C:3]2[CH:23]=[C:22]3[CH:26]=[CH:25][NH:20][C:21]3=[N:1][CH:2]=2)[CH2:32][CH2:31][CH2:30][CH2:29][CH2:28]1.[N:36]1([CH2:41][CH2:42][O:43][C:29]2[CH:30]=[C:31]3[CH:3]=[CH:2][NH:1][C:32]3=[N:27][CH:28]=2)[CH2:40][CH2:39][CH2:38][CH2:37]1, predict the reactants needed to synthesize it. The reactants are: [N:1]1([CH2:7][CH2:8]O)[CH2:6][CH2:5]O[CH2:3][CH2:2]1.[CH2:10]([N:12]([CH2:16][CH3:17])[CH2:13][CH2:14][OH:15])[CH3:11].[CH2:18]([N:20]([CH2:25][CH3:26])[CH2:21][CH2:22][CH2:23][OH:24])[CH3:19].[N:27]1([CH2:33][CH2:34][OH:35])[CH2:32][CH2:31][CH2:30][CH2:29][CH2:28]1.[N:36]1([CH2:41][CH2:42][OH:43])[CH2:40][CH2:39][CH2:38][CH2:37]1. (5) Given the product [OH:25][CH2:24][C@H:20]1[CH2:21][CH2:22][CH2:23][N:19]1[C:17]1[CH:16]=[C:4]([CH:3]=[C:2]([C:30]2[CH:29]=[CH:28][C:27]([CH3:26])=[CH:32][N:31]=2)[CH:18]=1)[C:5]([NH:7][CH2:8][C:9]1[CH:10]=[N:11][C:12]([CH3:15])=[CH:13][CH:14]=1)=[O:6], predict the reactants needed to synthesize it. The reactants are: Br[C:2]1[CH:3]=[C:4]([CH:16]=[C:17]([N:19]2[CH2:23][CH2:22][CH2:21][C@@H:20]2[CH2:24][OH:25])[CH:18]=1)[C:5]([NH:7][CH2:8][C:9]1[CH:10]=[N:11][C:12]([CH3:15])=[CH:13][CH:14]=1)=[O:6].[CH3:26][C:27]1[CH:28]=[CH:29][C:30]([Sn](CCCC)(CCCC)CCCC)=[N:31][CH:32]=1.C1(C)C=CC=CC=1. (6) The reactants are: [C:1]([C:3]1[CH:8]=[CH:7][CH:6]=[CH:5][C:4]=1[C:9]1[C:10](=[O:27])[N:11]([C:21]2[CH:26]=[CH:25][CH:24]=[CH:23][CH:22]=2)[CH:12]=[C:13]([C:15]2[CH:20]=[CH:19][CH:18]=[CH:17][N:16]=2)[CH:14]=1)#[N:2].Cl.[NH2:29]O.[C:31]([O-:34])(=O)[CH3:32].[Na+]. Given the product [CH3:32][C:31]1[O:34][N:29]=[C:1]([C:3]2[CH:8]=[CH:7][CH:6]=[CH:5][C:4]=2[C:9]2[C:10](=[O:27])[N:11]([C:21]3[CH:26]=[CH:25][CH:24]=[CH:23][CH:22]=3)[CH:12]=[C:13]([C:15]3[CH:20]=[CH:19][CH:18]=[CH:17][N:16]=3)[CH:14]=2)[N:2]=1, predict the reactants needed to synthesize it. (7) Given the product [NH2:32][CH:33]([C:37]1[CH:42]=[CH:41][CH:40]=[CH:39][CH:38]=1)[C:34]([N:11]([C:12]1[CH:17]=[CH:16][CH:15]=[C:14]([C:18]2([OH:22])[CH2:21][O:20][CH2:19]2)[CH:13]=1)[CH2:10][CH2:9][C:6]1[CH:5]=[CH:4][C:3]([C:2]([F:1])([F:23])[F:24])=[CH:8][CH:7]=1)=[O:35], predict the reactants needed to synthesize it. The reactants are: [F:1][C:2]([F:24])([F:23])[C:3]1[CH:8]=[CH:7][C:6]([CH2:9][CH2:10][NH:11][C:12]2[CH:13]=[C:14]([C:18]3([OH:22])[CH2:21][O:20][CH2:19]3)[CH:15]=[CH:16][CH:17]=2)=[CH:5][CH:4]=1.C(OC([NH:32][CH:33]([C:37]1[CH:42]=[CH:41][CH:40]=[CH:39][CH:38]=1)[C:34](O)=[O:35])=O)(C)(C)C. (8) Given the product [N:21]1([C:2]2[N:7]=[C:6]([NH:8][C:9]3[CH:14]=[CH:13][C:12]([N:15]4[CH2:20][CH2:19][O:18][CH2:17][CH2:16]4)=[CH:11][CH:10]=3)[CH:5]=[N:4][CH:3]=2)[C:25]2[CH:26]=[CH:27][CH:28]=[CH:29][C:24]=2[N:23]=[CH:22]1, predict the reactants needed to synthesize it. The reactants are: Cl[C:2]1[N:7]=[C:6]([NH:8][C:9]2[CH:14]=[CH:13][C:12]([N:15]3[CH2:20][CH2:19][O:18][CH2:17][CH2:16]3)=[CH:11][CH:10]=2)[CH:5]=[N:4][CH:3]=1.[N:21]1[C:25]2[CH:26]=[CH:27][CH:28]=[CH:29][C:24]=2[NH:23][CH:22]=1. (9) Given the product [CH:22]1([C:11]2[CH:16]=[CH:15][CH:14]=[CH:13][C:12]=2[C:17]([F:20])([F:19])[F:18])[CH2:26][CH2:25][CH2:24][CH2:23]1, predict the reactants needed to synthesize it. The reactants are: [Mg].CN(C)CCN(C)C.Br[C:11]1[CH:16]=[CH:15][CH:14]=[CH:13][C:12]=1[C:17]([F:20])([F:19])[F:18].Br[CH:22]1[CH2:26][CH2:25][CH2:24][CH2:23]1.Cl.